This data is from Forward reaction prediction with 1.9M reactions from USPTO patents (1976-2016). The task is: Predict the product of the given reaction. Given the reactants [CH3:1][O:2][C:3](=[O:29])/[CH:4]=[CH:5]/[C:6]1[CH:7]=[C:8]2[C:25](=[CH:26][CH:27]=1)[O:24][C:11]1([CH2:16][CH2:15][N:14]([C:17](OC(C)(C)C)=O)[CH2:13][CH2:12]1)[CH2:10][C:9]2=[O:28].C(Br)[C:31]1[CH:36]=[CH:35][CH:34]=[CH:33][CH:32]=1, predict the reaction product. The product is: [CH3:1][O:2][C:3](=[O:29])/[CH:4]=[CH:5]/[C:6]1[CH:7]=[C:8]2[C:25](=[CH:26][CH:27]=1)[O:24][C:11]1([CH2:16][CH2:15][N:14]([CH2:17][C:31]3[CH:36]=[CH:35][CH:34]=[CH:33][CH:32]=3)[CH2:13][CH2:12]1)[CH2:10][C:9]2=[O:28].